From a dataset of Reaction yield outcomes from USPTO patents with 853,638 reactions. Predict the reaction yield, written as a fraction of the theoretical maximum amount of product (1.0 means a 100% yield; for example, 0.34 means a 34% yield). (1) The reactants are [CH3:1][O:2][C:3]1[CH:4]=[C:5]([CH:11]2[CH2:16][CH2:15][N:14]([C:17]3[C:18]([CH3:38])=[C:19]([CH3:37])[C:20]4[O:24][C:23]([CH3:26])([CH3:25])[C:22]([C:28]5[CH:33]=[CH:32][C:31]([CH3:34])=[CH:30][CH:29]=5)(O)[C:21]=4[C:35]=3[CH3:36])[CH2:13][CH2:12]2)[CH:6]=[CH:7][C:8]=1[O:9][CH3:10]. The catalyst is CCCCCC.CO. The product is [CH3:1][O:2][C:3]1[CH:4]=[C:5]([CH:11]2[CH2:12][CH2:13][N:14]([C:17]3[C:18]([CH3:38])=[C:19]([CH3:37])[C:20]4[O:24][C:23]([CH3:26])([CH3:25])[CH:22]([C:28]5[CH:33]=[CH:32][C:31]([CH3:34])=[CH:30][CH:29]=5)[C:21]=4[C:35]=3[CH3:36])[CH2:15][CH2:16]2)[CH:6]=[CH:7][C:8]=1[O:9][CH3:10]. The yield is 0.510. (2) The reactants are [NH2:1][C:2]1[CH:7]=[CH:6][C:5]([C:8]2[N:9]([CH2:22][CH3:23])[C:10]3[C:15]([C:16]=2[C:17]#[N:18])=[CH:14][CH:13]=[C:12]([O:19][CH2:20][CH3:21])[CH:11]=3)=[CH:4][CH:3]=1.Cl[CH2:25][C:26]([N:28]=[C:29]=[O:30])=[O:27].C1CCN2C(=NCCC2)CC1. The catalyst is O1CCOCC1. The product is [O:30]=[C:29]1[NH:28][C:26](=[O:27])[CH2:25][N:1]1[C:2]1[CH:3]=[CH:4][C:5]([C:8]2[N:9]([CH2:22][CH3:23])[C:10]3[C:15]([C:16]=2[C:17]#[N:18])=[CH:14][CH:13]=[C:12]([O:19][CH2:20][CH3:21])[CH:11]=3)=[CH:6][CH:7]=1. The yield is 0.790. (3) The reactants are [N:1]1[C:10]2[C:5](=[CH:6][CH:7]=[CH:8][CH:9]=2)[CH:4]=[C:3]([NH:11][S:12]([C:15]2[C:16](Cl)=[N:17][CH:18]=[C:19]([Br:21])[CH:20]=2)(=[O:14])=[O:13])[CH:2]=1.[CH3:23][O-:24].[Na+]. The catalyst is CO. The product is [N:1]1[C:10]2[C:5](=[CH:6][CH:7]=[CH:8][CH:9]=2)[CH:4]=[C:3]([NH:11][S:12]([C:15]2[C:16]([O:24][CH3:23])=[N:17][CH:18]=[C:19]([Br:21])[CH:20]=2)(=[O:14])=[O:13])[CH:2]=1. The yield is 0.210. (4) The reactants are [N:1]1[CH:6]=[CH:5][CH:4]=[CH:3][C:2]=1[CH2:7][O:8][C:9]1[CH:14]=[CH:13][NH:12][C:11](=[O:15])[CH:10]=1.Br[C:17]1[CH:25]=[C:24]2[C:20]([C:21]3[CH2:30][CH2:29][N:28]([C:31]([O:33][C:34]([CH3:37])([CH3:36])[CH3:35])=[O:32])[CH2:27][C:22]=3[N:23]2[CH3:26])=[CH:19][CH:18]=1. No catalyst specified. The product is [CH3:26][N:23]1[C:24]2[C:20](=[CH:19][CH:18]=[C:17]([N:12]3[CH:13]=[CH:14][C:9]([O:8][CH2:7][C:2]4[CH:3]=[CH:4][CH:5]=[CH:6][N:1]=4)=[CH:10][C:11]3=[O:15])[CH:25]=2)[C:21]2[CH2:30][CH2:29][N:28]([C:31]([O:33][C:34]([CH3:37])([CH3:36])[CH3:35])=[O:32])[CH2:27][C:22]1=2. The yield is 0.510. (5) The reactants are [Cl:1][C:2]1[N:3]=[CH:4][C:5]2[S:10][CH:9]=[C:8]([C:11]([OH:13])=O)[C:6]=2[N:7]=1.[F:14][C:15]1[CH:23]=[C:22]2[C:18]([C:19]([NH2:25])=[N:20][N:21]2[CH3:24])=[CH:17][CH:16]=1.CCN(C(C)C)C(C)C. The catalyst is CN(C=O)C.ClCCl.O. The product is [F:14][C:15]1[CH:23]=[C:22]2[C:18]([C:19]([NH:25][C:11]([C:8]3[C:6]4[N:7]=[C:2]([Cl:1])[N:3]=[CH:4][C:5]=4[S:10][CH:9]=3)=[O:13])=[N:20][N:21]2[CH3:24])=[CH:17][CH:16]=1. The yield is 0.368. (6) No catalyst specified. The product is [NH2:1][C:4]1[CH:5]=[C:6]([CH2:11][C@@H:12]([C:13]2[O:14][CH:15]=[C:16]([C:18]3[CH:23]=[CH:22][C:21]([Cl:24])=[CH:20][C:19]=3[Cl:25])[N:17]=2)[NH:26][C:27]([C@H:29]2[CH2:34][CH2:33][C@H:32]([CH2:35][CH3:36])[CH2:31][CH2:30]2)=[O:28])[CH:7]=[CH:8][C:9]=1[O:10][CH2:38][C:39]1[CH:48]=[CH:47][C:42]([C:43]([OH:45])=[O:44])=[CH:41][CH:40]=1. The reactants are [N+:1]([C:4]1[CH:5]=[C:6]([CH2:11][C@H:12]([NH:26][C:27]([C@H:29]2[CH2:34][CH2:33][C@H:32]([CH2:35][CH3:36])[CH2:31][CH2:30]2)=[O:28])[C:13]2[O:14][CH:15]=[C:16]([C:18]3[CH:23]=[CH:22][C:21]([Cl:24])=[CH:20][C:19]=3[Cl:25])[N:17]=2)[CH:7]=[CH:8][C:9]=1[OH:10])([O-])=O.Br[CH2:38][C:39]1[CH:48]=[CH:47][C:42]([C:43]([O:45]C)=[O:44])=[CH:41][CH:40]=1. The yield is 0.710.